From a dataset of Microsomal clearance measurements from AstraZeneca. Regression/Classification. Given a drug SMILES string, predict its absorption, distribution, metabolism, or excretion properties. Task type varies by dataset: regression for continuous measurements (e.g., permeability, clearance, half-life) or binary classification for categorical outcomes (e.g., BBB penetration, CYP inhibition). For this dataset (clearance_microsome_az), we predict log10(clearance) (log10 of the in vitro intrinsic clearance, CLint, in uL/min per mg of human liver microsomal protein, equivalently mL/min/g; values are censored to the assay range of 3 to 150, which is 0.477 to 2.18 on this log10 scale). (1) The molecule is O=C(CCOCCc1ccccc1)NCCNCCc1ccc(O)c2nc(O)sc12. The log10(clearance) is 1.40. (2) The drug is CNS(=O)(=O)Cc1ccc2[nH]cc(CCN(C)C)c2c1. The log10(clearance) is 0.480. (3) The molecule is N#Cc1cccc(S(=O)(=O)NC(=O)N2CCC(N3CCC(Oc4ccc(Cl)c(Cl)c4)CC3)CC2)c1. The log10(clearance) is 0.480.